From a dataset of Full USPTO retrosynthesis dataset with 1.9M reactions from patents (1976-2016). Predict the reactants needed to synthesize the given product. (1) The reactants are: [CH2:1]([O:3][C:4](=[O:24])/[CH:5]=[C:6](/[C:13]1[CH:18]=[C:17]([C:19]([F:22])([F:21])[F:20])[CH:16]=[C:15]([Br:23])[CH:14]=1)\[C:7]1[O:8][C:9]([CH3:12])=[N:10][N:11]=1)[CH3:2]. Given the product [CH2:1]([O:3][C:4](=[O:24])[CH2:5][CH:6]([C:13]1[CH:18]=[C:17]([C:19]([F:20])([F:21])[F:22])[CH:16]=[C:15]([Br:23])[CH:14]=1)[C:7]1[O:8][C:9]([CH3:12])=[N:10][N:11]=1)[CH3:2], predict the reactants needed to synthesize it. (2) Given the product [CH3:32][S:29]([C:26]1[CH:25]=[CH:24][C:23]([C:21]2[CH:22]=[C:17]([C:16]([F:15])([F:34])[F:35])[CH:18]=[C:19]([O:33][CH2:42][C:37]3[CH:38]=[CH:39][CH:40]=[CH:41][N:36]=3)[N:20]=2)=[CH:28][CH:27]=1)(=[O:30])=[O:31], predict the reactants needed to synthesize it. The reactants are: CC(OC(/N=N/C(OC(C)C)=O)=O)C.[F:15][C:16]([F:35])([F:34])[C:17]1[CH:22]=[C:21]([C:23]2[CH:28]=[CH:27][C:26]([S:29]([CH3:32])(=[O:31])=[O:30])=[CH:25][CH:24]=2)[NH:20][C:19](=[O:33])[CH:18]=1.[N:36]1[CH:41]=[CH:40][CH:39]=[CH:38][C:37]=1[CH2:42]O.C1(P(C2C=CC=CC=2)C2C=CC=CC=2)C=CC=CC=1. (3) Given the product [NH2:29][C:30]1[CH:35]=[CH:34][N:33]=[C:32]([C:36]([C:2]2[C:10]3[CH:9]=[N:8][CH:7]=[N:6][C:5]=3[N:4]([C:11]3([CH3:15])[CH2:14][O:13][CH2:12]3)[CH:3]=2)=[O:37])[CH:31]=1, predict the reactants needed to synthesize it. The reactants are: I[C:2]1[C:10]2[CH:9]=[N:8][CH:7]=[N:6][C:5]=2[N:4]([C:11]2([CH3:15])[CH2:14][O:13][CH2:12]2)[CH:3]=1.C1(C(=[N:29][C:30]2[CH:35]=[CH:34][N:33]=[C:32]([C:36](N(OC)C)=[O:37])[CH:31]=2)C2C=CC=CC=2)C=CC=CC=1. (4) Given the product [CH3:20][C:18]1[N:19]=[C:15]([NH:14][C:4]([C:6]2[CH:11]=[C:10]([Cl:12])[CH:9]=[C:8]([CH3:13])[N:7]=2)=[O:5])[S:16][CH:17]=1, predict the reactants needed to synthesize it. The reactants are: C(O[C:4]([C:6]1[CH:11]=[C:10]([Cl:12])[CH:9]=[C:8]([CH3:13])[N:7]=1)=[O:5])C.[NH2:14][C:15]1[S:16][CH:17]=[C:18]([CH3:20])[N:19]=1. (5) Given the product [C:1]([O:5][C:6]([C:8]1[C:16]2[CH2:15][CH2:14][O:13][CH:12]([CH2:17][NH2:18])[C:11]=2[S:10][C:9]=1[NH2:29])=[O:7])([CH3:4])([CH3:2])[CH3:3], predict the reactants needed to synthesize it. The reactants are: [C:1]([O:5][C:6]([C:8]1[C:16]2[CH2:15][CH2:14][O:13][CH:12]([CH2:17][N:18]3C(=O)C4C(=CC=CC=4)C3=O)[C:11]=2[S:10][C:9]=1[NH2:29])=[O:7])([CH3:4])([CH3:3])[CH3:2].O.NN. (6) Given the product [C:5]([C:4]1[CH:3]=[C:2]([B:14]([OH:15])[OH:13])[CH:9]=[CH:8][CH:7]=1)#[N:6], predict the reactants needed to synthesize it. The reactants are: Br[C:2]1[CH:3]=[C:4]([CH:7]=[CH:8][CH:9]=1)[C:5]#[N:6].C([O:13][B:14](OC(C)C)[O:15]C(C)C)(C)C.C([Li])CCC.S(=O)(=O)(O)O.[OH-].[Na+]. (7) Given the product [CH2:15]([S:19]([NH:1][C:2]1[CH:7]=[CH:6][CH:5]=[CH:4][CH:3]=1)(=[O:21])=[O:20])[CH2:16][CH2:17][CH3:18], predict the reactants needed to synthesize it. The reactants are: [NH2:1][C:2]1[CH:7]=[CH:6][CH:5]=[CH:4][CH:3]=1.C(N(CC)CC)C.[CH2:15]([S:19](Cl)(=[O:21])=[O:20])[CH2:16][CH2:17][CH3:18]. (8) Given the product [Cl:1][C:2]1[CH:3]=[C:4]([CH:16]=[CH:17][CH:18]=1)[O:5][CH2:6][C:7]1[CH:8]=[CH:9][C:10]([C:11]([N:19]2[CH2:20][CH:21]([N:23]3[CH2:24][CH2:25][N:26]([C:29]([C:31]4[S:32][CH:33]=[CH:34][N:35]=4)=[O:30])[CH2:27][CH2:28]3)[CH2:22]2)=[O:13])=[CH:14][CH:15]=1, predict the reactants needed to synthesize it. The reactants are: [Cl:1][C:2]1[CH:3]=[C:4]([CH:16]=[CH:17][CH:18]=1)[O:5][CH2:6][C:7]1[CH:15]=[CH:14][C:10]([C:11]([OH:13])=O)=[CH:9][CH:8]=1.[NH:19]1[CH2:22][CH:21]([N:23]2[CH2:28][CH2:27][N:26]([C:29]([C:31]3[S:32][CH:33]=[CH:34][N:35]=3)=[O:30])[CH2:25][CH2:24]2)[CH2:20]1.CN(C(ON1N=NC2C=CC=NC1=2)=[N+](C)C)C.F[P-](F)(F)(F)(F)F.O. (9) Given the product [O:1]1[C:5]2[CH:6]=[CH:7][CH:8]=[CH:9][C:4]=2[CH:3]=[C:2]1[C:10]([NH:12][C:13]1([C:19]([NH:21][CH:22]2[CH2:27][CH2:26][N:25]([C:28]3[CH:33]=[CH:32][CH:31]=[CH:30][C:29]=3[N:34]3[CH:38]=[N:37][N:36]=[N:35]3)[CH2:24][C:23]2=[O:39])=[O:20])[CH2:14][CH2:15][CH2:16][CH2:17][CH2:18]1)=[O:11], predict the reactants needed to synthesize it. The reactants are: [O:1]1[C:5]2[CH:6]=[CH:7][CH:8]=[CH:9][C:4]=2[CH:3]=[C:2]1[C:10]([NH:12][C:13]1([C:19]([NH:21][CH:22]2[CH2:27][CH2:26][N:25]([C:28]3[CH:33]=[CH:32][CH:31]=[CH:30][C:29]=3[N:34]3[CH:38]=[N:37][N:36]=[N:35]3)[CH2:24][CH:23]2[OH:39])=[O:20])[CH2:18][CH2:17][CH2:16][CH2:15][CH2:14]1)=[O:11].C(N(CC)CC)C. (10) Given the product [Cl:1][C:2]1[CH:10]=[CH:9][CH:8]=[C:7]2[C:3]=1[C:4]([C:11](=[O:20])[CH2:12][CH:13]1[CH2:14][CH2:15][CH2:16][CH2:17][CH2:18][CH2:19]1)=[CH:5][N:6]2[CH2:24][CH2:23][OH:22], predict the reactants needed to synthesize it. The reactants are: [Cl:1][C:2]1[CH:10]=[CH:9][CH:8]=[C:7]2[C:3]=1[C:4]([C:11](=[O:20])[CH2:12][CH:13]1[CH2:19][CH2:18][CH2:17][CH2:16][CH2:15][CH2:14]1)=[CH:5][NH:6]2.C1(=O)O[CH2:24][CH2:23][O:22]1.C1CCN2C(=NCCC2)CC1.